From a dataset of Full USPTO retrosynthesis dataset with 1.9M reactions from patents (1976-2016). Predict the reactants needed to synthesize the given product. (1) Given the product [CH3:17][C:9]1([CH3:18])[N:8]([C:6]([O:5][C:1]([CH3:2])([CH3:3])[CH3:4])=[O:7])[C@:12]([CH3:16])([C:13]([NH:68][NH:67][C:65](=[O:66])[C:64]2[CH:69]=[CH:70][C:61]([O:60][CH2:52][CH2:53][CH2:54][CH2:55][CH2:56][CH2:57][CH2:58][CH3:59])=[C:62]([C:71]([F:72])([F:74])[F:73])[CH:63]=2)=[O:15])[CH2:11][O:10]1, predict the reactants needed to synthesize it. The reactants are: [C:1]([O:5][C:6]([N:8]1[C@@:12]([CH3:16])([C:13]([OH:15])=O)[CH2:11][O:10][C:9]1([CH3:18])[CH3:17])=[O:7])([CH3:4])([CH3:3])[CH3:2].CN(C(ON1N=NC2C=CC=NC1=2)=[N+](C)C)C.F[P-](F)(F)(F)(F)F.C(N(C(C)C)CC)(C)C.[CH2:52]([O:60][C:61]1[CH:70]=[CH:69][C:64]([C:65]([NH:67][NH2:68])=[O:66])=[CH:63][C:62]=1[C:71]([F:74])([F:73])[F:72])[CH2:53][CH2:54][CH2:55][CH2:56][CH2:57][CH2:58][CH3:59]. (2) Given the product [Cl:1][C:2]1[CH:16]=[C:15]([Cl:17])[CH:14]=[CH:13][C:3]=1[C:4]1[C:6]([C:7]#[N:8])=[CH:9][N:30]=[C:28]([C:27]2[CH:31]=[C:32]([O:34][CH3:35])[CH:33]=[C:25]([O:24][CH3:23])[CH:26]=2)[N:29]=1, predict the reactants needed to synthesize it. The reactants are: [Cl:1][C:2]1[CH:16]=[C:15]([Cl:17])[CH:14]=[CH:13][C:3]=1[C:4]([C:6](=[CH:9]N(C)C)[C:7]#[N:8])=O.C(#N)C=C.Cl.[CH3:23][O:24][C:25]1[CH:26]=[C:27]([CH:31]=[C:32]([O:34][CH3:35])[CH:33]=1)[C:28]([NH2:30])=[NH:29].C[O-].[Na+]. (3) Given the product [OH:8][CH2:9][C@H:10]1[CH2:14][NH:13][C:12](=[O:15])[C@@H:11]1[C:16]1[CH:21]=[CH:20][CH:19]=[CH:18][CH:17]=1, predict the reactants needed to synthesize it. The reactants are: C([O:8][CH2:9][C@H:10]1[CH2:14][NH:13][C:12](=[O:15])[C@@H:11]1[C:16]1[CH:21]=[CH:20][CH:19]=[CH:18][CH:17]=1)C1C=CC=CC=1. (4) Given the product [OH:18][C@H:15]1[CH2:16][CH2:17][C@H:12]([C:9]2[CH:10]=[CH:11][C:6]([O:5][CH2:4][CH2:3][CH2:2][N:22]3[CH2:23][CH2:24][CH2:25][CH:21]3[CH3:20])=[CH:7][CH:8]=2)[CH2:13][CH2:14]1, predict the reactants needed to synthesize it. The reactants are: Cl[CH2:2][CH2:3][CH2:4][O:5][C:6]1[CH:11]=[CH:10][C:9]([C@H:12]2[CH2:17][CH2:16][C@H:15]([OH:18])[CH2:14][CH2:13]2)=[CH:8][CH:7]=1.[Na].[CH3:20][CH:21]1[CH2:25][CH2:24][CH2:23][NH:22]1. (5) Given the product [CH:12]([C@H:25]1[O:30][CH2:29][C@@H:28]([NH:31][CH2:32][CH2:33][C:34]2[CH:39]=[CH:38][C:37]([F:40])=[CH:36][CH:35]=2)[CH2:27][CH2:26]1)([C:13]1[CH:18]=[CH:17][CH:16]=[CH:15][CH:14]=1)[C:19]1[CH:20]=[CH:21][CH:22]=[CH:23][CH:24]=1, predict the reactants needed to synthesize it. The reactants are: [BH4-].[Na+].B(F)(F)F.CCOCC.[CH:12]([C@H:25]1[O:30][CH2:29][C@@H:28]([NH:31][C:32](=O)[CH2:33][C:34]2[CH:39]=[CH:38][C:37]([F:40])=[CH:36][CH:35]=2)[CH2:27][CH2:26]1)([C:19]1[CH:24]=[CH:23][CH:22]=[CH:21][CH:20]=1)[C:13]1[CH:18]=[CH:17][CH:16]=[CH:15][CH:14]=1.CO. (6) Given the product [O:26]=[C:18]1[C:19]2[CH:25]=[CH:24][CH:23]=[CH:22][C:20]=2[S:21][C:1]([C:3]2[N:8]=[C:7]([CH2:9][NH:10][C:11](=[O:17])[O:12][C:13]([CH3:14])([CH3:16])[CH3:15])[CH:6]=[CH:5][CH:4]=2)=[N:2]1, predict the reactants needed to synthesize it. The reactants are: [C:1]([C:3]1[N:8]=[C:7]([CH2:9][NH:10][C:11](=[O:17])[O:12][C:13]([CH3:16])([CH3:15])[CH3:14])[CH:6]=[CH:5][CH:4]=1)#[N:2].[C:18](OC)(=[O:26])[C:19]1[C:20](=[CH:22][CH:23]=[CH:24][CH:25]=1)[SH:21].C(N(CC)CC)C. (7) Given the product [C:19]([O:27][C@@H:56]1[C@@H:58]([O:35][C:28](=[O:36])[C:29]2[CH:34]=[CH:33][CH:32]=[CH:31][CH:30]=2)[C@H:60]([O:44][C:37](=[O:45])[C:38]2[CH:43]=[CH:42][CH:41]=[CH:40][CH:39]=2)[C@@H:62]([CH2:64][O:53][C:46](=[O:54])[C:47]2[CH:52]=[CH:51][CH:50]=[CH:49][CH:48]=2)[O:63][C@H:55]1[O:17][C:10]1[C:9]([CH2:8][C:5]2[CH:6]=[CH:7][C:2]([Br:1])=[CH:3][C:4]=2[CH3:18])=[C:13]([CH:14]([CH3:15])[CH3:16])[NH:12][N:11]=1)(=[O:26])[C:20]1[CH:25]=[CH:24][CH:23]=[CH:22][CH:21]=1, predict the reactants needed to synthesize it. The reactants are: [Br:1][C:2]1[CH:7]=[CH:6][C:5]([CH2:8][C:9]2[C:10]([OH:17])=[N:11][NH:12][C:13]=2[CH:14]([CH3:16])[CH3:15])=[C:4]([CH3:18])[CH:3]=1.[C:19]([OH:27])(=[O:26])[C:20]1[CH:25]=[CH:24][CH:23]=[CH:22][CH:21]=1.[C:28]([OH:36])(=[O:35])[C:29]1[CH:34]=[CH:33][CH:32]=[CH:31][CH:30]=1.[C:37]([OH:45])(=[O:44])[C:38]1[CH:43]=[CH:42][CH:41]=[CH:40][CH:39]=1.[C:46]([OH:54])(=[O:53])[C:47]1[CH:52]=[CH:51][CH:50]=[CH:49][CH:48]=1.[C@H:55]1(Br)[O:63][C@H:62]([CH2:64]O)[C@@H:60](O)[C@H:58](O)[C@H:56]1O.ClCCl.C(=O)([O-])[O-].[K+].[K+].